From a dataset of Forward reaction prediction with 1.9M reactions from USPTO patents (1976-2016). Predict the product of the given reaction. (1) Given the reactants [OH:1][C:2]1[C:9]([CH:10]([CH3:12])[CH3:11])=[CH:8][C:5]([C:6]#[N:7])=[C:4]([CH3:13])[CH:3]=1.C(=O)([O-])[O-].[K+].[K+].Br[CH2:21][C:22]([O:24][C:25]([CH3:28])([CH3:27])[CH3:26])=[O:23], predict the reaction product. The product is: [C:6]([C:5]1[C:4]([CH3:13])=[CH:3][C:2]([O:1][CH2:21][C:22]([O:24][C:25]([CH3:28])([CH3:27])[CH3:26])=[O:23])=[C:9]([CH:10]([CH3:11])[CH3:12])[CH:8]=1)#[N:7]. (2) Given the reactants [C:1]([N:8](C1C2C(=CC=CC=2)C=CC=1)[C@H:9]([C:11]([OH:13])=O)[CH3:10])([O:3][C:4]([CH3:7])([CH3:6])[CH3:5])=[O:2].CCN=C=N[CH2:29][CH2:30][CH2:31][N:32](C)C.Cl.ON1[C:41]2[CH:42]=[CH:43][CH:44]=[CH:45][C:40]=2N=N1.[CH:46]([C:49]([CH:52](C)C)([NH-])C)(C)[CH3:47].C[N:56]([CH:58]=[O:59])C, predict the reaction product. The product is: [C:58]([C@@H:31]([NH:32][C:11](=[O:13])[C@@H:9]([NH:8][C:1]([O:3][C:4]([CH3:5])([CH3:6])[CH3:7])=[O:2])[CH2:10][C:40]1[C:41]2[C:42](=[CH:47][CH:46]=[CH:49][CH:52]=2)[CH:43]=[CH:44][CH:45]=1)[CH2:30][CH3:29])(=[O:59])[NH2:56]. (3) Given the reactants [CH3:1][C:2]1([CH3:24])[C:16]2[C:17]3[N:5]([C:6]4[CH:7]=[CH:8][CH:9]=[CH:10][C:11]=4[C:12]=3[CH:13]=[CH:14][CH:15]=2)[C:4]2[CH:18]=[C:19](B(O)O)[S:20][C:3]1=2.Cl[C:26]1[N:31]=[C:30]([C:32]2[CH:37]=[CH:36][CH:35]=[CH:34][CH:33]=2)[N:29]=[C:28]([C:38]2[CH:43]=[CH:42][CH:41]=[CH:40][CH:39]=2)[N:27]=1.P([O-])([O-])([O-])=O.[K+].[K+].[K+].C1(C)C=CC=CC=1P(C1C=CC=CC=1C)C1C=CC=CC=1C, predict the reaction product. The product is: [C:38]1([C:28]2[N:29]=[C:30]([C:32]3[CH:33]=[CH:34][CH:35]=[CH:36][CH:37]=3)[N:31]=[C:26]([C:19]3[S:20][C:3]4[C:2]([CH3:24])([CH3:1])[C:16]5[C:17]6[N:5]([C:6]7[CH:7]=[CH:8][CH:9]=[CH:10][C:11]=7[C:12]=6[CH:13]=[CH:14][CH:15]=5)[C:4]=4[CH:18]=3)[N:27]=2)[CH:43]=[CH:42][CH:41]=[CH:40][CH:39]=1. (4) Given the reactants [O:1]1[C:10]2[C:5](=[N:6][CH:7]=[CH:8][CH:9]=2)[CH:4]([N:11]([CH3:23])[CH2:12][C:13]([O:15]CC2C=CC=CC=2)=[O:14])[CH2:3][CH2:2]1.[H][H], predict the reaction product. The product is: [O:1]1[C:10]2[C:5](=[N:6][CH:7]=[CH:8][CH:9]=2)[CH:4]([N:11]([CH3:23])[CH2:12][C:13]([OH:15])=[O:14])[CH2:3][CH2:2]1. (5) The product is: [C:25]([CH2:24][C:20]1[CH:19]=[C:18]([NH:17][C:14]([C:12]2[O:13][C:9]([C:4]3[CH:5]=[C:6]([Cl:8])[CH:7]=[C:2]([Cl:1])[CH:3]=3)=[CH:10][CH:11]=2)=[O:16])[CH:23]=[CH:22][CH:21]=1)#[N:26]. Given the reactants [Cl:1][C:2]1[CH:3]=[C:4]([C:9]2[O:13][C:12]([C:14]([OH:16])=O)=[CH:11][CH:10]=2)[CH:5]=[C:6]([Cl:8])[CH:7]=1.[NH2:17][C:18]1[CH:19]=[C:20]([CH2:24][C:25]#[N:26])[CH:21]=[CH:22][CH:23]=1, predict the reaction product. (6) Given the reactants Br[C:2]1[CH:7]=[CH:6][C:5]([C:8]2[N:12]([C:13]3[CH:18]=[CH:17][CH:16]=[CH:15][CH:14]=3)[C:11]3[CH:19]=[CH:20][CH:21]=[CH:22][C:10]=3[N:9]=2)=[CH:4][CH:3]=1.[B:23]1([B:23]2[O:27][C:26]([CH3:29])([CH3:28])[C:25]([CH3:31])([CH3:30])[O:24]2)[O:27][C:26]([CH3:29])([CH3:28])[C:25]([CH3:31])([CH3:30])[O:24]1.C([O-])(=O)C.[K+], predict the reaction product. The product is: [C:13]1([N:12]2[C:11]3[CH:19]=[CH:20][CH:21]=[CH:22][C:10]=3[N:9]=[C:8]2[C:5]2[CH:6]=[CH:7][C:2]([B:23]3[O:27][C:26]([CH3:29])([CH3:28])[C:25]([CH3:31])([CH3:30])[O:24]3)=[CH:3][CH:4]=2)[CH:18]=[CH:17][CH:16]=[CH:15][CH:14]=1. (7) Given the reactants [C:1]([C:5]1[CH:10]=[CH:9][C:8]([C:11]2[N:15]([CH3:16])[N:14]=[C:13]([C:17](=O)[CH3:18])[C:12]=2[OH:20])=[CH:7][CH:6]=1)([CH3:4])([CH3:3])[CH3:2].[NH:21]([C:23]([NH:25][C:26]1[S:30][C:29]([C:31]([OH:33])=[O:32])=[CH:28][CH:27]=1)=[S:24])[NH2:22], predict the reaction product. The product is: [C:1]([C:5]1[CH:10]=[CH:9][C:8]([C:11]2[N:15]([CH3:16])[N:14]=[C:13]([C:17](=[N:22][NH:21][C:23]([NH:25][C:26]3[S:30][C:29]([C:31]([OH:33])=[O:32])=[CH:28][CH:27]=3)=[S:24])[CH3:18])[C:12]=2[OH:20])=[CH:7][CH:6]=1)([CH3:4])([CH3:3])[CH3:2]. (8) Given the reactants C([N:4]([S:34]([CH2:37][C:38]1[CH:43]=[CH:42][CH:41]=[CH:40][CH:39]=1)(=[O:36])=[O:35])[C:5]([CH:7]1[CH2:12][CH2:11][N:10]([C:13]2[C:23]([C:24]#[N:25])=[CH:22][C:16]([C:17]([O:19][CH2:20][CH3:21])=[O:18])=[C:15](OS(C(F)(F)F)(=O)=O)[N:14]=2)[CH2:9][CH2:8]1)=[O:6])C=C.CC1(C)C2C(=C(P(C3C=CC=CC=3)C3C=CC=CC=3)C=CC=2)OC2C(P(C3C=CC=CC=3)C3C=CC=CC=3)=CC=CC1=2.[C-]#N.[Na+].C[CH2:90][N:91](C(C)C)C(C)C, predict the reaction product. The product is: [CH2:37]([S:34]([NH:4][C:5]([CH:7]1[CH2:12][CH2:11][N:10]([C:13]2[C:23]([C:24]#[N:25])=[CH:22][C:16]([C:17]([O:19][CH2:20][CH3:21])=[O:18])=[C:15]([C:90]#[N:91])[N:14]=2)[CH2:9][CH2:8]1)=[O:6])(=[O:36])=[O:35])[C:38]1[CH:39]=[CH:40][CH:41]=[CH:42][CH:43]=1. (9) Given the reactants [C:1]([NH:4][NH:5][C:6](=[O:14])[C:7]1[CH:12]=[CH:11][C:10]([Cl:13])=[N:9][CH:8]=1)(=O)[CH3:2], predict the reaction product. The product is: [Cl:13][C:10]1[CH:11]=[CH:12][C:7]([C:6]2[O:14][C:1]([CH3:2])=[N:4][N:5]=2)=[CH:8][N:9]=1. (10) Given the reactants [CH3:1][C:2]1[N:6]=[C:5]([CH3:7])[N:4]([C:8]2[N:13]=[C:12](S(C)(=O)=O)[N:11]=[C:10]([C@@H:18]3[CH2:20][C@H:19]3[C:21]3[N:25]([CH3:26])[C:24]4[CH:27]=[CH:28][CH:29]=[CH:30][C:23]=4[N:22]=3)[CH:9]=2)[N:3]=1.[OH-:31].[Na+].O.Cl, predict the reaction product. The product is: [CH3:1][C:2]1[N:6]=[C:5]([CH3:7])[N:4]([C:8]2[CH:9]=[C:10]([C@@H:18]3[CH2:20][C@H:19]3[C:21]3[N:25]([CH3:26])[C:24]4[CH:27]=[CH:28][CH:29]=[CH:30][C:23]=4[N:22]=3)[N:11]=[C:12]([OH:31])[N:13]=2)[N:3]=1.